This data is from Ames mutagenicity test results for genotoxicity prediction. The task is: Regression/Classification. Given a drug SMILES string, predict its toxicity properties. Task type varies by dataset: regression for continuous values (e.g., LD50, hERG inhibition percentage) or binary classification for toxic/non-toxic outcomes (e.g., AMES mutagenicity, cardiotoxicity, hepatotoxicity). Dataset: ames. (1) The molecule is O=[N+]([O-])c1ccc2cc([N+](=O)[O-])c3ccc([N+](=O)[O-])cc3c2c1. The result is 1 (mutagenic). (2) The compound is Nc1nc2ccc([N+](=O)[O-])cc2s1. The result is 1 (mutagenic). (3) The drug is O=C1c2ccccc2-c2ccc3ccc4ccccc4c3c21. The result is 0 (non-mutagenic).